Task: Predict the reaction yield, written as a fraction of the theoretical maximum amount of product (1.0 means a 100% yield; for example, 0.34 means a 34% yield).. Dataset: Reaction yield outcomes from USPTO patents with 853,638 reactions (1) The reactants are Cl.[NH2:2]CC1C=C2C(=CC=1)C(=O)N(C1CCC(=O)NC1=O)C2.[N+:22]([C:25]1[CH:26]=[C:27]([N:31]=[C:32]=[O:33])[CH:28]=[CH:29][CH:30]=1)([O-:24])=[O:23]. The catalyst is C(#N)C. The product is [N+:22]([C:25]1[CH:26]=[C:27]([NH:31][C:32](=[O:33])[NH2:2])[CH:28]=[CH:29][CH:30]=1)([O-:24])=[O:23]. The yield is 0.390. (2) The reactants are [AlH4-].[Li+].C([O:5][C:6]([C:8]1[NH:9][C:10]2[C:15]([CH:16]=1)=[CH:14][C:13]([C:17]#[N:18])=[CH:12][CH:11]=2)=O)C.[OH-].[Na+].[O-]S([O-])(=O)=O.[Mg+2]. The catalyst is C1COCC1.O. The product is [NH2:18][CH2:17][C:13]1[CH:14]=[C:15]2[C:10](=[CH:11][CH:12]=1)[NH:9][C:8]([CH2:6][OH:5])=[CH:16]2. The yield is 0.160. (3) The reactants are [CH2:1]([N:3]1[CH:7]=[C:6]([C:8]2[CH:13]=[CH:12][N:11]=[C:10]3[NH:14][C:15]([C:17]4[CH:22]=[CH:21][C:20]([CH2:23][N:24]5[CH2:28][CH2:27][CH2:26][CH2:25]5)=[CH:19][CH:18]=4)=[CH:16][C:9]=23)[C:5]([C:29]2[CH:35]=[CH:34][C:32]([NH2:33])=[CH:31][CH:30]=2)=[N:4]1)[CH3:2].Cl[C:37](OC1C=CC([N+]([O-])=O)=CC=1)=[O:38].[CH2:49]([NH:51][CH2:52][CH3:53])[CH3:50]. The catalyst is C1COCC1. The product is [CH2:49]([N:51]([CH2:52][CH3:53])[C:37]([NH:33][C:32]1[CH:31]=[CH:30][C:29]([C:5]2[C:6]([C:8]3[CH:13]=[CH:12][N:11]=[C:10]4[NH:14][C:15]([C:17]5[CH:18]=[CH:19][C:20]([CH2:23][N:24]6[CH2:28][CH2:27][CH2:26][CH2:25]6)=[CH:21][CH:22]=5)=[CH:16][C:9]=34)=[CH:7][N:3]([CH2:1][CH3:2])[N:4]=2)=[CH:35][CH:34]=1)=[O:38])[CH3:50]. The yield is 0.320. (4) The reactants are [NH2:1][CH2:2][CH2:3][N:4]([CH3:28])[C:5](=[O:27])[CH2:6][CH2:7]/[CH:8]=[CH:9]\[CH2:10]/[CH:11]=[CH:12]\[CH2:13]/[CH:14]=[CH:15]\[CH2:16]/[CH:17]=[CH:18]\[CH2:19]/[CH:20]=[CH:21]\[CH2:22]/[CH:23]=[CH:24]\[CH2:25][CH3:26].[OH:29][C:30]1[CH:38]=[CH:37][CH:36]=[CH:35][C:31]=1[C:32](Cl)=[O:33].N1C=CN=C1.C1CCC(N=C=NC2CCCCC2)CC1. The catalyst is CC(=O)OCC. The product is [OH:29][C:30]1[CH:38]=[CH:37][CH:36]=[CH:35][C:31]=1[C:32]([NH:1][CH2:2][CH2:3][N:4]([CH3:28])[C:5](=[O:27])[CH2:6][CH2:7]/[CH:8]=[CH:9]\[CH2:10]/[CH:11]=[CH:12]\[CH2:13]/[CH:14]=[CH:15]\[CH2:16]/[CH:17]=[CH:18]\[CH2:19]/[CH:20]=[CH:21]\[CH2:22]/[CH:23]=[CH:24]\[CH2:25][CH3:26])=[O:33]. The yield is 0.730. (5) The reactants are [CH3:1][Si:2]([CH3:21])([CH3:20])[CH2:3][CH2:4][O:5][CH2:6][N:7]1[CH:11]=[C:10]([C:12]2[N:17]=[N:16][C:15]([NH:18][NH2:19])=[CH:14][CH:13]=2)[CH:9]=[N:8]1.C([O-])([O-])=O.[K+].[K+].[C:28](=S)=[S:29]. The catalyst is C(O)C.O. The product is [CH3:1][Si:2]([CH3:21])([CH3:20])[CH2:3][CH2:4][O:5][CH2:6][N:7]1[CH:11]=[C:10]([C:12]2[CH:13]=[CH:14][C:15]3[N:16]([C:28]([SH:29])=[N:19][N:18]=3)[N:17]=2)[CH:9]=[N:8]1. The yield is 1.00. (6) The catalyst is C(O)(C(F)(F)F)=O. The product is [Cl:28][C:19]1[CH:20]=[C:21]([O:24][CH:25]([F:27])[F:26])[CH:22]=[CH:23][C:18]=1[C:13]1[CH:14]([N+:15]([O-:17])=[O:16])[C:9](=[O:8])[N:10]=[CH:11][CH:12]=1. The reactants are C([O:8][C:9]1[C:14]([N+:15]([O-:17])=[O:16])=[C:13]([C:18]2[CH:23]=[CH:22][C:21]([O:24][CH:25]([F:27])[F:26])=[CH:20][C:19]=2[Cl:28])[CH:12]=[CH:11][N:10]=1)C1C=CC=CC=1. The yield is 0.190. (7) The reactants are [Br:1][C:2]1[CH:9]=[CH:8][C:5]([CH2:6][OH:7])=[CH:4][CH:3]=1.[H-].[Na+].[CH3:12][O:13][C:14]1[CH:21]=[CH:20][C:17]([CH2:18]Cl)=[CH:16][CH:15]=1.[NH4+].[Cl-]. The catalyst is C1COCC1.CN(C=O)C. The product is [CH3:12][O:13][C:14]1[CH:21]=[CH:20][C:17]([CH2:18][O:7][CH2:6][C:5]2[CH:8]=[CH:9][C:2]([Br:1])=[CH:3][CH:4]=2)=[CH:16][CH:15]=1. The yield is 0.980.